From a dataset of Reaction yield outcomes from USPTO patents with 853,638 reactions. Predict the reaction yield, written as a fraction of the theoretical maximum amount of product (1.0 means a 100% yield; for example, 0.34 means a 34% yield). (1) The reactants are [CH3:1][O:2][C:3](=[O:29])[CH:4]([NH:21][C:22]([O:24][C:25]([CH3:28])([CH3:27])[CH3:26])=[O:23])CC1C=CC=CC=1OC1C=CC(C=O)=CC=1.[C:30]1([CH3:36])[CH:35]=[CH:34][CH:33]=[CH:32][CH:31]=1.[S:37]1[CH2:41][C:40](=[O:42])[NH:39][C:38]1=[O:43].[C:44](O)(=O)[C:45]1[CH:50]=[CH:49][CH:48]=[CH:47][CH:46]=1.N1CCCCC1.[OH2:59]. No catalyst specified. The product is [C:25]([O:24][C:22]([NH:21][CH:4]([C:3]([O:2][CH3:1])=[O:29])[CH2:36][C:30]1[CH:35]=[CH:34][C:33]([O:59][C:48]2[CH:49]=[CH:50][C:45]([CH:44]=[C:41]3[S:37][C:38](=[O:43])[NH:39][C:40]3=[O:42])=[CH:46][CH:47]=2)=[CH:32][CH:31]=1)=[O:23])([CH3:27])([CH3:28])[CH3:26]. The yield is 0.960. (2) The reactants are [Li]C.[Cl:3][C:4]1[CH:5]=[C:6]([C:10]2[C:19]3[C:14](=[CH:15][CH:16]=[C:17]([C:20]([C:28]4[CH:35]=[CH:34][CH:33]=[CH:32][C:29]=4C=O)([OH:27])[C:21]4[N:25]([CH3:26])[CH:24]=[N:23][CH:22]=4)[CH:18]=3)[N:13]([CH3:36])[C:12](=[O:37])[CH:11]=2)[CH:7]=[CH:8][CH:9]=1.O.C1C[O:42][CH2:41][CH2:40]1. No catalyst specified. The product is [Cl:3][C:4]1[CH:5]=[C:6]([C:10]2[C:19]3[C:14](=[CH:15][CH:16]=[C:17]([C:20]([OH:27])([C:28]4[CH:29]=[CH:32][C:33]([CH:41]([OH:42])[CH3:40])=[CH:34][CH:35]=4)[C:21]4[N:25]([CH3:26])[CH:24]=[N:23][CH:22]=4)[CH:18]=3)[N:13]([CH3:36])[C:12](=[O:37])[CH:11]=2)[CH:7]=[CH:8][CH:9]=1. The yield is 0.580.